This data is from Forward reaction prediction with 1.9M reactions from USPTO patents (1976-2016). The task is: Predict the product of the given reaction. Given the reactants N[C:2]1[CH:3]=[CH:4][C:5]([N+:10]([O-:12])=[O:11])=[C:6]([CH2:8][CH3:9])[CH:7]=1.N([O-])=O.[Na+].NC(N)=O.[BrH:21], predict the reaction product. The product is: [Br:21][C:2]1[CH:3]=[CH:4][C:5]([N+:10]([O-:12])=[O:11])=[C:6]([CH2:8][CH3:9])[CH:7]=1.